Dataset: Reaction yield outcomes from USPTO patents with 853,638 reactions. Task: Predict the reaction yield, written as a fraction of the theoretical maximum amount of product (1.0 means a 100% yield; for example, 0.34 means a 34% yield). (1) The catalyst is C(OCC)(=O)C. The yield is 0.750. The product is [OH:32][CH:31]([CH2:29][CH3:30])[CH2:33][N:3]1[C:2](=[O:1])[C:7]([CH2:8][C:9]2[CH:10]=[CH:11][C:12]([C:15]3[C:16]([C:21]#[N:22])=[CH:17][CH:18]=[CH:19][CH:20]=3)=[CH:13][CH:14]=2)=[C:6]([CH2:23][CH2:24][CH3:25])[N:5]2[N:26]=[CH:27][N:28]=[C:4]12. The reactants are [O:1]=[C:2]1[C:7]([CH2:8][C:9]2[CH:14]=[CH:13][C:12]([C:15]3[C:16]([C:21]#[N:22])=[CH:17][CH:18]=[CH:19][CH:20]=3)=[CH:11][CH:10]=2)=[C:6]([CH2:23][CH2:24][CH3:25])[N:5]2[N:26]=[CH:27][N:28]=[C:4]2[NH:3]1.[CH2:29]([CH:31]1[CH2:33][O:32]1)[CH3:30].C(=O)([O-])[O-].[K+].[K+].CN(C)C(=O)C. (2) The reactants are [NH2:1][CH2:2][C@@H:3]1[O:7][C:6](=[O:8])[N:5]([C:9]2[CH:14]=[C:13]([F:15])[C:12]([N:16]3[CH2:21][CH2:20][CH:19]([N:22]4[N:26]=[CH:25][CH:24]=[N:23]4)[CH2:18][CH2:17]3)=[C:11]([F:27])[CH:10]=2)[CH2:4]1.[F:28][CH:29]([F:33])[C:30](O)=[O:31].C1C=CC2N(O)N=NC=2C=1.CCN=C=NCCCN(C)C.Cl.CN1CCOCC1. The catalyst is CN(C)C=O. The product is [F:27][C:11]1[CH:10]=[C:9]([N:5]2[CH2:4][C@H:3]([CH2:2][NH:1][C:30](=[O:31])[CH:29]([F:33])[F:28])[O:7][C:6]2=[O:8])[CH:14]=[C:13]([F:15])[C:12]=1[N:16]1[CH2:21][CH2:20][CH:19]([N:22]2[N:23]=[CH:24][CH:25]=[N:26]2)[CH2:18][CH2:17]1. The yield is 0.550. (3) The reactants are [C:1]1([CH:7]([C:9]2[CH:17]=[C:16]3[C:12]([C:13]([CH:26]=[CH:27][C:28]4[CH:33]=[CH:32][CH:31]=[CH:30][CH:29]=4)=[N:14][N:15]3[CH2:18][O:19][CH2:20][CH2:21][Si:22]([CH3:25])([CH3:24])[CH3:23])=[CH:11][CH:10]=2)[OH:8])[CH:6]=[CH:5][CH:4]=[CH:3][CH:2]=1.CC(OI1(OC(C)=O)(OC(C)=O)OC(=O)C2C=CC=CC1=2)=O. The catalyst is ClCCl.CCCCCC. The product is [C:1]1([C:7]([C:9]2[CH:17]=[C:16]3[C:12]([C:13]([CH:26]=[CH:27][C:28]4[CH:29]=[CH:30][CH:31]=[CH:32][CH:33]=4)=[N:14][N:15]3[CH2:18][O:19][CH2:20][CH2:21][Si:22]([CH3:25])([CH3:24])[CH3:23])=[CH:11][CH:10]=2)=[O:8])[CH:2]=[CH:3][CH:4]=[CH:5][CH:6]=1. The yield is 0.790. (4) The reactants are [F:1][C:2]1[CH:3]=[C:4]([CH2:23][CH2:24][C:25]([O:27][CH2:28][CH3:29])=[O:26])[CH:5]=[C:6]([C@H:9]([OH:22])[CH2:10]OS(C2C=CC(C)=CC=2)(=O)=O)[C:7]=1[F:8].C(=O)([O-])[O-].[K+].[K+]. The catalyst is C(O)C. The product is [F:1][C:2]1[CH:3]=[C:4]([CH2:23][CH2:24][C:25]([O:27][CH2:28][CH3:29])=[O:26])[CH:5]=[C:6]([C@H:9]2[CH2:10][O:22]2)[C:7]=1[F:8]. The yield is 0.820. (5) The reactants are CCOC(/N=N/C(OCC)=O)=O.C1(P(C2C=CC=CC=2)C2C=CC=CC=2)C=CC=CC=1.[C:32]([O:36][C:37]([N:39]1[CH2:44][CH2:43][CH:42]([CH2:45][OH:46])[CH2:41][CH2:40]1)=[O:38])([CH3:35])([CH3:34])[CH3:33].[CH3:47][O:48][C:49]1[CH:58]=[C:57]2[C:52]([CH:53]=[CH:54][CH:55]=[C:56]2O)=[CH:51][CH:50]=1. The catalyst is C1COCC1. The product is [C:32]([O:36][C:37]([N:39]1[CH2:44][CH2:43][CH:42]([CH2:45][O:46][C:56]2[C:57]3[C:52](=[CH:51][CH:50]=[C:49]([O:48][CH3:47])[CH:58]=3)[CH:53]=[CH:54][CH:55]=2)[CH2:41][CH2:40]1)=[O:38])([CH3:35])([CH3:34])[CH3:33]. The yield is 0.760. (6) The reactants are [CH:1]1([C:4]([C:6]2[CH:11]=[CH:10][C:9]([CH2:12][C:13]([OH:15])=[O:14])=[CH:8][CH:7]=2)=[O:5])[CH2:3][CH2:2]1.[CH2:16](O)[CH3:17]. The catalyst is S(=O)(=O)(O)O. The product is [CH:1]1([C:4]([C:6]2[CH:11]=[CH:10][C:9]([CH2:12][C:13]([O:15][CH2:16][CH3:17])=[O:14])=[CH:8][CH:7]=2)=[O:5])[CH2:2][CH2:3]1. The yield is 0.880. (7) The reactants are [CH2:1]([O:8][C:9]([NH:11][CH2:12][CH2:13][O:14]N)=[O:10])[C:2]1[CH:7]=[CH:6][CH:5]=[CH:4][CH:3]=1.[C:16]([O:20][C:21]([NH:23][C:24](C1C=CNN=1)=[N:25][C:26]([O:28][C:29]([CH3:32])([CH3:31])[CH3:30])=[O:27])=[O:22])([CH3:19])([CH3:18])[CH3:17].C[N:39](C)C=O. No catalyst specified. The product is [C:29]([O:28][C:26]([N:25]([O:14][CH2:13][CH2:12][NH:11][C:9]([O:8][CH2:1][C:2]1[CH:7]=[CH:6][CH:5]=[CH:4][CH:3]=1)=[O:10])[C:24]([NH:23][C:21]([O:20][C:16]([CH3:17])([CH3:18])[CH3:19])=[O:22])=[NH:39])=[O:27])([CH3:30])([CH3:31])[CH3:32]. The yield is 0.930.